This data is from Catalyst prediction with 721,799 reactions and 888 catalyst types from USPTO. The task is: Predict which catalyst facilitates the given reaction. Reactant: C([O:3][C:4](=[O:35])[C:5]1[CH:10]=[CH:9][CH:8]=[C:7]([N:11]2[C:15]([CH3:16])=[CH:14][CH:13]=[C:12]2[C:17]2[CH:22]=[C:21]([Br:23])[CH:20]=[CH:19][C:18]=2[O:24][CH2:25][C:26]2[C:31]([F:32])=[CH:30][C:29]([F:33])=[CH:28][C:27]=2[F:34])[CH:6]=1)C.[OH-].[Na+]. Product: [Br:23][C:21]1[CH:20]=[CH:19][C:18]([O:24][CH2:25][C:26]2[C:31]([F:32])=[CH:30][C:29]([F:33])=[CH:28][C:27]=2[F:34])=[C:17]([C:12]2[N:11]([C:7]3[CH:6]=[C:5]([CH:10]=[CH:9][CH:8]=3)[C:4]([OH:35])=[O:3])[C:15]([CH3:16])=[CH:14][CH:13]=2)[CH:22]=1. The catalyst class is: 14.